Dataset: NCI-60 drug combinations with 297,098 pairs across 59 cell lines. Task: Regression. Given two drug SMILES strings and cell line genomic features, predict the synergy score measuring deviation from expected non-interaction effect. Drug 1: CC(CN1CC(=O)NC(=O)C1)N2CC(=O)NC(=O)C2. Drug 2: CN1C(=O)N2C=NC(=C2N=N1)C(=O)N. Cell line: EKVX. Synergy scores: CSS=6.84, Synergy_ZIP=-0.507, Synergy_Bliss=1.21, Synergy_Loewe=-3.34, Synergy_HSA=-3.08.